Dataset: NCI-60 drug combinations with 297,098 pairs across 59 cell lines. Task: Regression. Given two drug SMILES strings and cell line genomic features, predict the synergy score measuring deviation from expected non-interaction effect. (1) Drug 1: CN1CCC(CC1)COC2=C(C=C3C(=C2)N=CN=C3NC4=C(C=C(C=C4)Br)F)OC. Drug 2: CC1=C2C(C(=O)C3(C(CC4C(C3C(C(C2(C)C)(CC1OC(=O)C(C(C5=CC=CC=C5)NC(=O)OC(C)(C)C)O)O)OC(=O)C6=CC=CC=C6)(CO4)OC(=O)C)O)C)O. Cell line: TK-10. Synergy scores: CSS=30.5, Synergy_ZIP=-1.72, Synergy_Bliss=4.11, Synergy_Loewe=-2.93, Synergy_HSA=5.77. (2) Drug 1: CC1CCC2CC(C(=CC=CC=CC(CC(C(=O)C(C(C(=CC(C(=O)CC(OC(=O)C3CCCCN3C(=O)C(=O)C1(O2)O)C(C)CC4CCC(C(C4)OC)OCCO)C)C)O)OC)C)C)C)OC. Drug 2: C(CCl)NC(=O)N(CCCl)N=O. Cell line: SW-620. Synergy scores: CSS=11.5, Synergy_ZIP=-2.33, Synergy_Bliss=0.517, Synergy_Loewe=0.848, Synergy_HSA=1.29. (3) Drug 1: C1=CC(=CC=C1CC(C(=O)O)N)N(CCCl)CCCl.Cl. Drug 2: C1=CC=C(C(=C1)C(C2=CC=C(C=C2)Cl)C(Cl)Cl)Cl. Cell line: IGROV1. Synergy scores: CSS=16.1, Synergy_ZIP=-4.14, Synergy_Bliss=3.09, Synergy_Loewe=-11.8, Synergy_HSA=2.78. (4) Drug 1: CN1C(=O)N2C=NC(=C2N=N1)C(=O)N. Drug 2: CN1C2=C(C=C(C=C2)N(CCCl)CCCl)N=C1CCCC(=O)O.Cl. Cell line: SK-MEL-28. Synergy scores: CSS=-2.14, Synergy_ZIP=1.51, Synergy_Bliss=-0.930, Synergy_Loewe=-2.32, Synergy_HSA=-3.13. (5) Drug 1: CCC1(CC2CC(C3=C(CCN(C2)C1)C4=CC=CC=C4N3)(C5=C(C=C6C(=C5)C78CCN9C7C(C=CC9)(C(C(C8N6C=O)(C(=O)OC)O)OC(=O)C)CC)OC)C(=O)OC)O.OS(=O)(=O)O. Drug 2: C1=NC(=NC(=O)N1C2C(C(C(O2)CO)O)O)N. Cell line: IGROV1. Synergy scores: CSS=13.0, Synergy_ZIP=-4.78, Synergy_Bliss=-0.974, Synergy_Loewe=-2.11, Synergy_HSA=0.490. (6) Drug 1: C1=CC=C(C(=C1)C(C2=CC=C(C=C2)Cl)C(Cl)Cl)Cl. Drug 2: CC(C)(C#N)C1=CC(=CC(=C1)CN2C=NC=N2)C(C)(C)C#N. Cell line: OVCAR-4. Synergy scores: CSS=1.41, Synergy_ZIP=0.634, Synergy_Bliss=2.13, Synergy_Loewe=-0.414, Synergy_HSA=-0.336.